This data is from Full USPTO retrosynthesis dataset with 1.9M reactions from patents (1976-2016). The task is: Predict the reactants needed to synthesize the given product. (1) The reactants are: [CH:1]1([C:4]2[N:8]([C:9]3[N:14]=[CH:13][C:12]([NH:15][C:16]([C:18]4[S:22][CH:21]=[N:20][C:19]=4[CH3:23])=[O:17])=[CH:11][CH:10]=3)[N:7]=[C:6]([C:24]([F:27])([F:26])[F:25])[CH:5]=2)[CH2:3][CH2:2]1.CC1N=CSC=1C([Cl:36])=O.Cl. Given the product [ClH:36].[CH:1]1([C:4]2[N:8]([C:9]3[N:14]=[CH:13][C:12]([NH:15][C:16]([C:18]4[S:22][CH:21]=[N:20][C:19]=4[CH3:23])=[O:17])=[CH:11][CH:10]=3)[N:7]=[C:6]([C:24]([F:26])([F:27])[F:25])[CH:5]=2)[CH2:3][CH2:2]1, predict the reactants needed to synthesize it. (2) Given the product [CH:2]([C@@H:3]1[CH2:7][NH:6][CH2:5][C@H:4]1[CH2:8][N:9]([CH2:19][CH:20]([CH3:22])[CH3:21])[S:10]([C:13]1[CH:18]=[CH:17][CH:16]=[CH:15][CH:14]=1)(=[O:12])=[O:11])=[O:1], predict the reactants needed to synthesize it. The reactants are: [OH:1][CH2:2][C@@H:3]1[CH2:7][NH:6][CH2:5][C@H:4]1[CH2:8][N:9]([CH2:19][CH:20]([CH3:22])[CH3:21])[S:10]([C:13]1[CH:18]=[CH:17][CH:16]=[CH:15][CH:14]=1)(=[O:12])=[O:11].CC#N.O.CC#N. (3) Given the product [C:1]([O:5][C:6]([N:8]1[CH2:13][CH2:12][N:11]([CH2:14][CH2:15][OH:16])[C:10](=[O:24])[CH2:9]1)=[O:7])([CH3:4])([CH3:2])[CH3:3], predict the reactants needed to synthesize it. The reactants are: [C:1]([O:5][C:6]([N:8]1[CH2:13][CH2:12][N:11]([CH2:14][CH2:15][O:16][Si](C(C)(C)C)(C)C)[C:10](=[O:24])[CH2:9]1)=[O:7])([CH3:4])([CH3:3])[CH3:2].[F-].C([N+](CCCC)(CCCC)CCCC)CCC.